This data is from Reaction yield outcomes from USPTO patents with 853,638 reactions. The task is: Predict the reaction yield, written as a fraction of the theoretical maximum amount of product (1.0 means a 100% yield; for example, 0.34 means a 34% yield). The reactants are CO.[NH2:3][CH:4]([CH2:8][CH2:9][S:10][CH3:11])[C:5]([OH:7])=[O:6].[CH3:12][Si](C=[N+]=[N-])(C)C. The catalyst is CCCCCC. The product is [NH2:3][CH:4]([CH2:8][CH2:9][S:10][CH3:11])[C:5]([O:7][CH3:12])=[O:6]. The yield is 0.0500.